Dataset: Forward reaction prediction with 1.9M reactions from USPTO patents (1976-2016). Task: Predict the product of the given reaction. (1) The product is: [CH2:16]([N:13]1[C:5]2[N:6]=[C:7]([S:11][CH3:12])[N:8]=[C:9]([CH3:10])[C:4]=2[CH:3]=[C:2]([C:20]2[NH:19][N:18]=[CH:22][CH:21]=2)[C:14]1=[O:15])[CH3:17]. Given the reactants Br[C:2]1[C:14](=[O:15])[N:13]([CH2:16][CH3:17])[C:5]2[N:6]=[C:7]([S:11][CH3:12])[N:8]=[C:9]([CH3:10])[C:4]=2[CH:3]=1.[NH:18]1[C:22](B(O)O)=[CH:21][CH:20]=[N:19]1.C(Cl)Cl.C(N(CC)CC)C, predict the reaction product. (2) Given the reactants [Cl:1][C:2]1[CH:3]=[C:4]([C:9]2([C:14](=[O:22])[CH2:15][N:16]3[CH2:21][CH2:20][CH2:19][CH2:18][CH2:17]3)[CH2:13][CH2:12][CH2:11][CH2:10]2)[CH:5]=[CH:6][C:7]=1[Cl:8].[BH4-].[Na+], predict the reaction product. The product is: [Cl:1][C:2]1[CH:3]=[C:4]([C:9]2([CH:14]([OH:22])[CH2:15][N:16]3[CH2:17][CH2:18][CH2:19][CH2:20][CH2:21]3)[CH2:10][CH2:11][CH2:12][CH2:13]2)[CH:5]=[CH:6][C:7]=1[Cl:8]. (3) Given the reactants C(O[C:4](=O)[CH2:5][C:6]1[CH:11]=[CH:10][C:9]([Cl:12])=[C:8]([O:13][CH:14]([F:16])[F:15])[CH:7]=1)C.[NH2:18][C:19]1[N:23]([CH:24]([CH:34]([OH:36])[CH3:35])[CH2:25][CH2:26][CH2:27][C:28]2[CH:33]=[CH:32][CH:31]=[CH:30][CH:29]=2)[CH:22]=[N:21][C:20]=1[C:37]([NH2:39])=[O:38].[Na], predict the reaction product. The product is: [Cl:12][C:9]1[CH:10]=[CH:11][C:6]([CH2:5][C:4]2[NH:39][C:37](=[O:38])[C:20]3[N:21]=[CH:22][N:23]([CH:24]([CH:34]([OH:36])[CH3:35])[CH2:25][CH2:26][CH2:27][C:28]4[CH:33]=[CH:32][CH:31]=[CH:30][CH:29]=4)[C:19]=3[N:18]=2)=[CH:7][C:8]=1[O:13][CH:14]([F:15])[F:16].